From a dataset of Peptide-MHC class I binding affinity with 185,985 pairs from IEDB/IMGT. Regression. Given a peptide amino acid sequence and an MHC pseudo amino acid sequence, predict their binding affinity value. This is MHC class I binding data. The peptide sequence is LQKVPHTRY. The MHC is HLA-B15:01 with pseudo-sequence HLA-B15:01. The binding affinity (normalized) is 0.430.